Task: Regression. Given two drug SMILES strings and cell line genomic features, predict the synergy score measuring deviation from expected non-interaction effect.. Dataset: NCI-60 drug combinations with 297,098 pairs across 59 cell lines (1) Drug 1: CC(C1=C(C=CC(=C1Cl)F)Cl)OC2=C(N=CC(=C2)C3=CN(N=C3)C4CCNCC4)N. Drug 2: C1CCN(CC1)CCOC2=CC=C(C=C2)C(=O)C3=C(SC4=C3C=CC(=C4)O)C5=CC=C(C=C5)O. Cell line: SK-OV-3. Synergy scores: CSS=8.95, Synergy_ZIP=0.972, Synergy_Bliss=5.66, Synergy_Loewe=3.49, Synergy_HSA=4.97. (2) Drug 1: CCC1=CC2CC(C3=C(CN(C2)C1)C4=CC=CC=C4N3)(C5=C(C=C6C(=C5)C78CCN9C7C(C=CC9)(C(C(C8N6C)(C(=O)OC)O)OC(=O)C)CC)OC)C(=O)OC.C(C(C(=O)O)O)(C(=O)O)O. Drug 2: CCN(CC)CCNC(=O)C1=C(NC(=C1C)C=C2C3=C(C=CC(=C3)F)NC2=O)C. Cell line: EKVX. Synergy scores: CSS=36.3, Synergy_ZIP=2.00, Synergy_Bliss=3.81, Synergy_Loewe=-11.5, Synergy_HSA=3.96. (3) Drug 1: CC12CCC(CC1=CCC3C2CCC4(C3CC=C4C5=CN=CC=C5)C)O. Drug 2: C1=NC2=C(N=C(N=C2N1C3C(C(C(O3)CO)O)F)Cl)N. Cell line: SK-MEL-2. Synergy scores: CSS=20.0, Synergy_ZIP=-3.43, Synergy_Bliss=-2.45, Synergy_Loewe=-22.9, Synergy_HSA=-3.93. (4) Drug 1: C1=NC2=C(N=C(N=C2N1C3C(C(C(O3)CO)O)O)F)N. Drug 2: CC(C)CN1C=NC2=C1C3=CC=CC=C3N=C2N. Cell line: NCI-H226. Synergy scores: CSS=0.299, Synergy_ZIP=4.95, Synergy_Bliss=-2.47, Synergy_Loewe=-6.59, Synergy_HSA=-3.23. (5) Drug 1: CN(C)C1=NC(=NC(=N1)N(C)C)N(C)C. Drug 2: C1=CN(C(=O)N=C1N)C2C(C(C(O2)CO)O)O.Cl. Cell line: UO-31. Synergy scores: CSS=12.8, Synergy_ZIP=-7.18, Synergy_Bliss=-4.07, Synergy_Loewe=-27.2, Synergy_HSA=-5.45.